This data is from Catalyst prediction with 721,799 reactions and 888 catalyst types from USPTO. The task is: Predict which catalyst facilitates the given reaction. (1) Reactant: [CH2:1]([Si:5]([C:18]1[CH:23]=[CH:22][CH:21]=[CH:20][CH:19]=1)([C:12]1[CH:17]=[CH:16][CH:15]=[CH:14][CH:13]=1)[C:6](=[O:11])[CH2:7][CH:8]([CH3:10])[CH3:9])[CH2:2][CH:3]=[CH2:4].[H-].[Al+3].[Li+].[H-].[H-].[H-]. Product: [CH2:1]([Si:5]([C:12]1[CH:13]=[CH:14][CH:15]=[CH:16][CH:17]=1)([C:18]1[CH:23]=[CH:22][CH:21]=[CH:20][CH:19]=1)[CH:6]([OH:11])[CH2:7][CH:8]([CH3:10])[CH3:9])[CH2:2][CH:3]=[CH2:4]. The catalyst class is: 27. (2) Reactant: [OH:1][C:2]([C:4]([F:7])([F:6])[F:5])=[O:3].C([N:15]1[CH2:24][CH2:23][C:22]2[C:17](=[N:18][C:19]([N:29]3[CH2:34][CH2:33][CH:32]([O:35][C:36]4[CH:41]=[CH:40][C:39]([O:42][CH3:43])=[CH:38][C:37]=4[F:44])[CH2:31][CH2:30]3)=[C:20]([NH:25][CH:26]([CH3:28])[CH3:27])[N:21]=2)[CH2:16]1)C1C=CC=CC=1. Product: [F:44][C:37]1[CH:38]=[C:39]([O:42][CH3:43])[CH:40]=[CH:41][C:36]=1[O:35][CH:32]1[CH2:31][CH2:30][N:29]([C:19]2[N:18]=[C:17]3[CH2:16][NH:15][CH2:24][CH2:23][C:22]3=[N:21][C:20]=2[NH:25][CH:26]([CH3:28])[CH3:27])[CH2:34][CH2:33]1.[C:2]([OH:3])([C:4]([F:7])([F:6])[F:5])=[O:1]. The catalyst class is: 833. (3) Reactant: [Cl:1][C:2]1[CH:3]=[C:4]([CH:6]=[CH:7][C:8]=1[C:9]1[CH:10]=[N:11][CH:12]=[CH:13][C:14]=1[CH3:15])[NH2:5].[CH3:16][S:17](Cl)(=[O:19])=[O:18].[H-].[Na+]. Product: [Cl:1][C:2]1[CH:3]=[C:4]([NH:5][S:17]([CH3:16])(=[O:19])=[O:18])[CH:6]=[CH:7][C:8]=1[C:9]1[CH:10]=[N:11][CH:12]=[CH:13][C:14]=1[CH3:15]. The catalyst class is: 3. (4) Reactant: [CH2:1]([O:4][C@H:5]1[CH2:10][CH2:9][C@H:8]([N:11]2[CH2:16][CH2:15][CH:14]([NH:17]C(=O)OC(C)(C)C)[CH2:13][CH2:12]2)[CH2:7][CH2:6]1)[CH2:2][CH3:3].Cl.C(OCC)C.C(OCC)(=O)C.C([O-])([O-])=O.[Na+].[Na+]. Product: [CH2:1]([O:4][C@H:5]1[CH2:6][CH2:7][C@H:8]([N:11]2[CH2:12][CH2:13][CH:14]([NH2:17])[CH2:15][CH2:16]2)[CH2:9][CH2:10]1)[CH2:2][CH3:3]. The catalyst class is: 4.